Dataset: Full USPTO retrosynthesis dataset with 1.9M reactions from patents (1976-2016). Task: Predict the reactants needed to synthesize the given product. (1) The reactants are: [CH:1]1[CH:2]=[C:3]([CH2:17][C:18]([O-:20])=[O:19])[C:4]([NH2:16])=[C:5]([C:7]([C:9]2[CH:10]=[CH:11][C:12]([Br:15])=[CH:13][CH:14]=2)=[O:8])[CH:6]=1.[Na+].C1C=C(CC(O)=O)C(N)=C(C(C2C=CC(Br)=CC=2)=O)C=1.C(NCC)C.C1C=C(CC(O)=O)C(N)=C(C(C2C=CC(Br)=CC=2)=O)C=1.NC(CO)(CO)CO.P([O-])([O-])([O-])=O. Given the product [CH:1]1[CH:2]=[C:3]([CH2:17][C:18]([OH:20])=[O:19])[C:4]([NH2:16])=[C:5]([C:7]([C:9]2[CH:10]=[CH:11][C:12]([Br:15])=[CH:13][CH:14]=2)=[O:8])[CH:6]=1, predict the reactants needed to synthesize it. (2) Given the product [ClH:24].[Cl:24][C:22]1[CH:21]=[CH:20][C:19]([O:25][CH2:26][CH:27]([CH3:28])[CH3:29])=[C:18]([CH2:17][N:13]2[C:14]([CH3:16])=[CH:15][C:11]([NH:10][C:8](=[O:9])[C:7]3[CH:30]=[CH:31][CH:4]=[CH:5][C:6]=3[CH:37]([NH:36][CH2:32][CH:33]([CH3:35])[CH3:34])[CH3:38])=[N:12]2)[CH:23]=1, predict the reactants needed to synthesize it. The reactants are: C([C:4]1[CH:31]=[CH:30][C:7]([C:8]([NH:10][C:11]2[CH:15]=[C:14]([CH3:16])[N:13]([CH2:17][C:18]3[CH:23]=[C:22]([Cl:24])[CH:21]=[CH:20][C:19]=3[O:25][CH2:26][CH:27]([CH3:29])[CH3:28])[N:12]=2)=[O:9])=[CH:6][CH:5]=1)(=O)C.[CH2:32]([NH2:36])[CH:33]([CH3:35])[CH3:34].[C:37](O)(=O)[CH3:38].C(O[BH-](OC(=O)C)OC(=O)C)(=O)C.[Na+]. (3) Given the product [O:2]1[C:6]2[CH:7]=[CH:8][C:9]([C:11]3[C:12]([O:38][CH3:39])=[N:13][N:14]([CH3:37])[C:15]=3[NH:16][S:17]([C:20]3[CH:25]=[CH:24][C:23]([Cl:26])=[CH:22][CH:21]=3)(=[O:19])=[O:18])=[CH:10][C:5]=2[O:4][CH2:3]1, predict the reactants needed to synthesize it. The reactants are: [Na].[O:2]1[C:6]2[CH:7]=[CH:8][C:9]([C:11]3[C:12]([O:38][CH3:39])=[N:13][N:14]([CH3:37])[C:15]=3[N:16](S(C3C=CC(Cl)=CC=3)(=O)=O)[S:17]([C:20]3[CH:25]=[CH:24][C:23]([Cl:26])=[CH:22][CH:21]=3)(=[O:19])=[O:18])=[CH:10][C:5]=2[O:4][CH2:3]1.[Cl-].[NH4+].O. (4) Given the product [C:42]([O:46][C:47]([N:49]1[CH2:54][CH2:53][CH:52]([CH:55]=[CH:22][C:14]2[O:13][C:21]3[CH:20]=[CH:19][N:18]=[CH:17][C:16]=3[CH:15]=2)[CH2:51][CH2:50]1)=[O:48])([CH3:45])([CH3:43])[CH3:44], predict the reactants needed to synthesize it. The reactants are: [Li+].C[Si]([N-][Si](C)(C)C)(C)C.Cl.[Br-].[O:13]1[C:21]2[CH:20]=[CH:19][N:18]=[CH:17][C:16]=2[CH:15]=[C:14]1[CH2:22][P+](C1C=CC=CC=1)(C1C=CC=CC=1)C1C=CC=CC=1.[C:42]([O:46][C:47]([N:49]1[CH2:54][CH2:53][CH:52]([CH:55]=O)[CH2:51][CH2:50]1)=[O:48])([CH3:45])([CH3:44])[CH3:43]. (5) Given the product [Cl:18][C:19]1[CH:24]=[CH:23][C:22]([C:25]2[CH:26]=[C:27]([C:30]([NH:6][C:5]3[CH:7]=[CH:8][C:9]([O:10][CH2:11][CH2:12][CH:13]4[CH2:17][CH2:16][CH2:15][O:14]4)=[C:3]([O:2][CH3:1])[CH:4]=3)=[O:31])[NH:28][CH:29]=2)=[CH:21][CH:20]=1, predict the reactants needed to synthesize it. The reactants are: [CH3:1][O:2][C:3]1[CH:4]=[C:5]([CH:7]=[CH:8][C:9]=1[O:10][CH2:11][CH2:12][CH:13]1[CH2:17][CH2:16][CH2:15][O:14]1)[NH2:6].[Cl:18][C:19]1[CH:24]=[CH:23][C:22]([C:25]2[CH:26]=[C:27]([C:30](O)=[O:31])[NH:28][CH:29]=2)=[CH:21][CH:20]=1. (6) Given the product [N:20]([CH2:6][C@H:7]1[CH2:12][CH2:11][CH2:10][N:9]([C:13]([O:15][C:16]([CH3:19])([CH3:18])[CH3:17])=[O:14])[CH2:8]1)=[N+:21]=[N-:22], predict the reactants needed to synthesize it. The reactants are: CS(O[CH2:6][C@H:7]1[CH2:12][CH2:11][CH2:10][N:9]([C:13]([O:15][C:16]([CH3:19])([CH3:18])[CH3:17])=[O:14])[CH2:8]1)(=O)=O.[N-:20]=[N+:21]=[N-:22].[Na+].